The task is: Predict the product of the given reaction.. This data is from Forward reaction prediction with 1.9M reactions from USPTO patents (1976-2016). Given the reactants O1C=CC(C(Cl)=O)=[CH:2]1.[CH3:9][C:10]1[C:31]([CH3:32])=[CH:30][C:13]2[NH:14][C:15]([C:17]3[C:21]([NH:22][C:23]([C:25]4[CH:29]=[CH:28][O:27][CH:26]=4)=[O:24])=[CH:20][NH:19][N:18]=3)=[N:16][C:12]=2[CH:11]=1, predict the reaction product. The product is: [CH3:32][C:31]1[C:10]([CH3:9])=[CH:11][C:12]2[N:16]([CH3:2])[C:15]([C:17]3[C:21]([NH:22][C:23]([C:25]4[CH:29]=[CH:28][O:27][CH:26]=4)=[O:24])=[CH:20][NH:19][N:18]=3)=[N:14][C:13]=2[CH:30]=1.